From a dataset of Full USPTO retrosynthesis dataset with 1.9M reactions from patents (1976-2016). Predict the reactants needed to synthesize the given product. (1) Given the product [CH:4]1([CH2:5][O:6][C:7]2[CH:32]=[CH:31][C:10]([C:11]([NH:13]/[C:14](/[C:25]([NH:27][CH2:28][CH2:29][OH:30])=[O:26])=[CH:15]\[C:16]3[CH:21]=[CH:20][C:19]([CH:22]4[CH2:24][CH2:23]4)=[CH:18][CH:17]=3)=[O:12])=[CH:9][CH:8]=2)[CH2:2][CH2:1]1, predict the reactants needed to synthesize it. The reactants are: [CH:1]1([CH2:4][CH2:5][O:6][C:7]2[CH:32]=[CH:31][C:10]([C:11]([NH:13]/[C:14](/[C:25]([NH:27][CH2:28][CH2:29][OH:30])=[O:26])=[CH:15]\[C:16]3[CH:21]=[CH:20][C:19]([CH:22]4[CH2:24][CH2:23]4)=[CH:18][CH:17]=3)=[O:12])=[CH:9][CH:8]=2)C[CH2:2]1.O1C=CNC1=O. (2) Given the product [Si:5]([O:6][CH2:7][C:8]1[S:9][C:10]([CH:29]=[O:30])=[C:11]([CH3:13])[CH:12]=1)([C:1]([CH3:4])([CH3:3])[CH3:2])([CH3:15])[CH3:14], predict the reactants needed to synthesize it. The reactants are: [C:1]([Si:5]([CH3:15])([CH3:14])[O:6][CH2:7][C:8]1[S:9][CH:10]=[C:11]([CH3:13])[CH:12]=1)([CH3:4])([CH3:3])[CH3:2].C([Li])CCC.CCCCCC.CN(C)[CH:29]=[O:30].